From a dataset of Full USPTO retrosynthesis dataset with 1.9M reactions from patents (1976-2016). Predict the reactants needed to synthesize the given product. Given the product [Cl:1][C:2]1[CH:7]=[CH:6][C:5]([S:8]([N:11]([CH2:12][C:13]2[CH:14]=[CH:15][C:16]([C:17]([O:19][CH3:20])=[O:18])=[CH:21][CH:22]=2)[CH:25]([CH2:26][CH3:27])[CH2:24][CH3:23])(=[O:10])=[O:9])=[CH:4][CH:3]=1, predict the reactants needed to synthesize it. The reactants are: [Cl:1][C:2]1[CH:7]=[CH:6][C:5]([S:8]([NH:11][CH2:12][C:13]2[CH:22]=[CH:21][C:16]([C:17]([O:19][CH3:20])=[O:18])=[CH:15][CH:14]=2)(=[O:10])=[O:9])=[CH:4][CH:3]=1.[CH3:23][CH2:24][CH:25](O)[CH2:26][CH3:27].C1C=CC(P(C2C=CC=CC=2)C2C=CC=CC=2)=CC=1.N(C(OC(C)C)=O)=NC(OC(C)C)=O.